Task: Predict the reactants needed to synthesize the given product.. Dataset: Full USPTO retrosynthesis dataset with 1.9M reactions from patents (1976-2016) (1) Given the product [O:1]1[C:5]2([CH2:6][CH2:7][C:8](=[O:11])[CH2:9][CH2:10]2)[O:4][CH2:3][CH2:2]1, predict the reactants needed to synthesize it. The reactants are: [O:1]1[C:5]2([CH:10]=[CH:9][C:8](=[O:11])[CH:7]=[CH:6]2)[O:4][CH2:3][CH2:2]1.C(N(CC)C(C)C)(C)C.[H][H]. (2) Given the product [CH3:1][O:2][C:3]([C:5]1[S:6][C:7]([C:11]2([OH:17])[CH2:12][CH2:13][O:14][CH2:15][CH2:16]2)=[CH:8][C:9]=1[N:10]=[CH:20][N:23]([CH3:25])[CH3:24])=[O:4], predict the reactants needed to synthesize it. The reactants are: [CH3:1][O:2][C:3]([C:5]1[S:6][C:7]([C:11]2([OH:17])[CH2:16][CH2:15][O:14][CH2:13][CH2:12]2)=[CH:8][C:9]=1[NH2:10])=[O:4].CO[CH:20]([N:23]([CH3:25])[CH3:24])OC. (3) Given the product [C:1]([O:5][C:6](=[O:24])[CH:7]([CH3:27])[C:8](=[O:23])[CH2:9][CH2:10][C:11]1[CH:12]=[CH:13][C:14]([C:17]2[CH:18]=[CH:19][CH:20]=[CH:21][CH:22]=2)=[CH:15][CH:16]=1)([CH3:4])([CH3:2])[CH3:3], predict the reactants needed to synthesize it. The reactants are: [C:1]([O:5][C:6](=[O:24])[CH2:7][C:8](=[O:23])[CH2:9][CH2:10][C:11]1[CH:16]=[CH:15][C:14]([C:17]2[CH:22]=[CH:21][CH:20]=[CH:19][CH:18]=2)=[CH:13][CH:12]=1)([CH3:4])([CH3:3])[CH3:2].[H-].[Na+].[CH3:27]I.Cl. (4) Given the product [CH3:20][O:21][C:22](=[O:33])[C:23]([C:26]1[CH:27]=[CH:28][C:29]([C:19]#[C:18][C:6]2[CH:5]=[C:4]([CH:1]3[CH2:3][CH2:2]3)[C:15]3[O:14][C:11]4([CH2:13][CH2:12]4)[CH2:10][C:9]([CH3:16])([CH3:17])[C:8]=3[CH:7]=2)=[CH:30][CH:31]=1)([CH3:25])[CH3:24], predict the reactants needed to synthesize it. The reactants are: [CH:1]1([C:4]2[C:15]3[O:14][C:11]4([CH2:13][CH2:12]4)[CH2:10][C:9]([CH3:17])([CH3:16])[C:8]=3[CH:7]=[C:6]([C:18]#[CH:19])[CH:5]=2)[CH2:3][CH2:2]1.[CH3:20][O:21][C:22](=[O:33])[C:23]([C:26]1[CH:31]=[CH:30][C:29](I)=[CH:28][CH:27]=1)([CH3:25])[CH3:24]. (5) The reactants are: C([Si](C)(C)[O:6][C:7]1[CH:8]=[CH:9][C:10]2[C:11]3[CH2:35][CH2:34][O:33][CH2:32][C:12]=3[CH:13]([C:17]3[CH:31]=[CH:30][C:20]([O:21][CH2:22][CH2:23][N:24]4[CH2:29][CH2:28][CH2:27][CH2:26][CH2:25]4)=[CH:19][CH:18]=3)[O:14][C:15]=2[CH:16]=1)(C)(C)C.C(#N)C.N1C=CC=CC=1.C1C=CN=CC=1.F. Given the product [N:24]1([CH2:23][CH2:22][O:21][C:20]2[CH:19]=[CH:18][C:17]([CH:13]3[C:12]4[CH2:32][O:33][CH2:34][CH2:35][C:11]=4[C:10]4[CH:9]=[CH:8][C:7]([OH:6])=[CH:16][C:15]=4[O:14]3)=[CH:31][CH:30]=2)[CH2:29][CH2:28][CH2:27][CH2:26][CH2:25]1, predict the reactants needed to synthesize it. (6) Given the product [CH2:44]([O:46][C:47]1[S:51][N:50]=[N:49][C:48]=1[CH2:52][N:53]1[C:57]2=[CH:58][N:59]=[C:60]([C:62]([NH:83][OH:84])=[O:64])[CH:61]=[C:56]2[CH:55]=[CH:54]1)[CH3:45], predict the reactants needed to synthesize it. The reactants are: ClC1SN=NC=1CN1C2=CN=C(C(OCC)=O)C=C2C=C1.N1C2=CN=C(C(OCC)=O)C=C2C=C1.ClC1SN=NC=1CCl.[CH2:44]([O:46][C:47]1[S:51][N:50]=[N:49][C:48]=1[CH2:52][N:53]1[C:57]2=[CH:58][N:59]=[C:60]([C:62]([OH:64])=O)[CH:61]=[C:56]2[CH:55]=[CH:54]1)[CH3:45].[OH-].[Na+].ClC1C(F)=C(C(F)=CC=1)CN1C2=CN=C(C([NH:83][OH:84])=O)C=C2C=C1.Cl.NO. (7) Given the product [Cl:18][C:19]1[CH:20]=[CH:21][C:22]2[CH:26]=[C:25]([S:27]([N:14]3[CH2:15][CH2:16][N:11]([CH2:10][CH2:9][NH:8][C:5]4[CH:6]=[CH:7][N:2]=[N:3][CH:4]=4)[C:12](=[O:17])[CH2:13]3)(=[O:29])=[O:28])[S:24][C:23]=2[CH:31]=1, predict the reactants needed to synthesize it. The reactants are: Cl.[N:2]1[CH:7]=[CH:6][C:5]([NH:8][CH2:9][CH2:10][N:11]2[CH2:16][CH2:15][NH:14][CH2:13][C:12]2=[O:17])=[CH:4][N:3]=1.[Cl:18][C:19]1[CH:20]=[CH:21][C:22]2[CH:26]=[C:25]([S:27](Cl)(=[O:29])=[O:28])[S:24][C:23]=2[CH:31]=1.